This data is from Forward reaction prediction with 1.9M reactions from USPTO patents (1976-2016). The task is: Predict the product of the given reaction. (1) Given the reactants [F:1][C:2]([F:29])([F:28])[O:3][C:4]1[CH:9]=[CH:8][CH:7]=[CH:6][C:5]=1[C:10]1[C:20]2[O:19][CH2:18][CH2:17][N:16](C(OC(C)(C)C)=O)[CH2:15][C:14]=2[CH:13]=[CH:12][CH:11]=1.C(OCC)(=O)C.[ClH:36], predict the reaction product. The product is: [ClH:36].[F:29][C:2]([F:1])([F:28])[O:3][C:4]1[CH:9]=[CH:8][CH:7]=[CH:6][C:5]=1[C:10]1[C:20]2[O:19][CH2:18][CH2:17][NH:16][CH2:15][C:14]=2[CH:13]=[CH:12][CH:11]=1. (2) The product is: [CH3:46][C:45]1([CH3:47])[C:41]([CH3:40])([CH3:56])[O:42][B:43]([C:48]2[CH:49]=[C:50]([CH:53]=[CH:54][CH:55]=2)/[CH:51]=[CH:10]/[C:9]2[CH:8]=[CH:7][C:6]([C:4]([O:3][CH3:2])=[O:5])=[CH:31][CH:30]=2)[O:44]1. Given the reactants [Br-].[CH3:2][O:3][C:4]([C:6]1[CH:31]=[CH:30][C:9]([CH2:10][P+](C2C=CC=CC=2)(C2C=CC=CC=2)C2C=CC=CC=2)=[CH:8][CH:7]=1)=[O:5].[Li+].CC([N-]C(C)C)C.[CH3:40][C:41]1([CH3:56])[C:45]([CH3:47])([CH3:46])[O:44][B:43]([C:48]2[CH:49]=[C:50]([CH:53]=[CH:54][CH:55]=2)[CH:51]=O)[O:42]1.O, predict the reaction product. (3) The product is: [NH2:5][C:8]1[CH:13]=[C:12]([C:14]([F:15])([F:16])[F:17])[CH:11]=[CH:10][C:9]=1[N:18]1[CH2:22][CH2:21][CH2:20][CH2:19]1. Given the reactants Cl.[Sn](Cl)Cl.[N+:5]([C:8]1[CH:13]=[C:12]([C:14]([F:17])([F:16])[F:15])[CH:11]=[CH:10][C:9]=1[N:18]1[CH2:22][CH2:21][CH2:20][CH2:19]1)([O-])=O.C(=O)([O-])O.[Na+], predict the reaction product. (4) Given the reactants [C:1]1([C:12]2[CH:17]=[CH:16][CH:15]=[CH:14][CH:13]=2)[CH:6]=[CH:5][C:4]([C:7]#[C:8][C:9](O)=O)=[CH:3][CH:2]=1.BrC1[CH:24]=[CH:23][C:22]([CH2:25][CH:26]([NH:28][C:29](=[O:31])[CH3:30])[CH3:27])=[CH:21][CH:20]=1.CCCC[N+](CCCC)(CCCC)CCCC.[F-].[NH4+].[Cl-], predict the reaction product. The product is: [C:1]1([C:12]2[CH:17]=[CH:16][CH:15]=[CH:14][CH:13]=2)[CH:6]=[CH:5][C:4]([C:7]#[C:8][C:9]2[CH:24]=[CH:23][C:22]([CH2:25][CH:26]([NH:28][C:29](=[O:31])[CH3:30])[CH3:27])=[CH:21][CH:20]=2)=[CH:3][CH:2]=1. (5) Given the reactants [OH:1][C:2]1[CH:9]=[CH:8][CH:7]=[CH:6][C:3]=1[CH2:4][OH:5].Br[CH2:11][CH2:12][CH2:13][CH2:14][CH2:15][C:16]1[CH:21]=[CH:20][CH:19]=[CH:18][CH:17]=1.C(=O)([O-])[O-].[K+].[K+], predict the reaction product. The product is: [C:16]1([CH2:15][CH2:14][CH2:13][CH2:12][CH2:11][O:1][C:2]2[CH:9]=[CH:8][CH:7]=[CH:6][C:3]=2[CH2:4][OH:5])[CH:21]=[CH:20][CH:19]=[CH:18][CH:17]=1.